Dataset: Forward reaction prediction with 1.9M reactions from USPTO patents (1976-2016). Task: Predict the product of the given reaction. Given the reactants [C:1]([S:20][C:21]1[CH:26]=[CH:25][CH:24]=[CH:23][C:22]=1[CH2:27][NH2:28])([C:14]1[CH:19]=[CH:18][CH:17]=[CH:16][CH:15]=1)([C:8]1[CH:13]=[CH:12][CH:11]=[CH:10][CH:9]=1)[C:2]1[CH:7]=[CH:6][CH:5]=[CH:4][CH:3]=1.[F:29][C:30]1[CH:31]=[C:32]([CH:36]=[C:37]([N:39]2[CH2:44][CH2:43][O:42][CH2:41][CH2:40]2)[CH:38]=1)[C:33](O)=[O:34].CCN(C(C)C)C(C)C.CN(C(ON1N=NC2C=CC=NC1=2)=[N+](C)C)C.F[P-](F)(F)(F)(F)F, predict the reaction product. The product is: [F:29][C:30]1[CH:31]=[C:32]([CH:36]=[C:37]([N:39]2[CH2:44][CH2:43][O:42][CH2:41][CH2:40]2)[CH:38]=1)[C:33]([NH:28][CH2:27][C:22]1[CH:23]=[CH:24][CH:25]=[CH:26][C:21]=1[S:20][C:1]([C:8]1[CH:13]=[CH:12][CH:11]=[CH:10][CH:9]=1)([C:2]1[CH:3]=[CH:4][CH:5]=[CH:6][CH:7]=1)[C:14]1[CH:15]=[CH:16][CH:17]=[CH:18][CH:19]=1)=[O:34].